This data is from Drug-target binding data from BindingDB using Ki measurements. The task is: Regression. Given a target protein amino acid sequence and a drug SMILES string, predict the binding affinity score between them. We predict pKi (pKi = -log10(Ki in M); higher means stronger inhibition). Dataset: bindingdb_ki. (1) The drug is CN1C(=O)CN=C(c2ccccc2)c2cc(Cl)ccc21. The target protein (P20236) has sequence MITTQMWHFYVTRVGLLLLISILPGTTGQGESRRQEPGDFVKQDIGGLSPKHAPDIPDDSTDNITIFTRILDRLLDGYDNRLRPGLGDAVTEVKTDIYVTSFGPVSDTDMEYTIDVFFRQTWHDERLKFDGPMKILPLNNLLASKIWTPDTFFHNGKKSVAHNMTTPNKLLRLVDNGTLLYTMRLTIHAECPMHLEDFPMDVHACPLKFGSYAYTKAEVIYSWTLGKNKSVEVAQDGSRLNQYDLLGHVVGTEIIRSSTGEYVVMTTHFHLKRKIGYFVIQTYLPCIMTVILSQVSFWLNRESVPARTVFGVTTVLTMTTLSISARNSLPKVAYATAMDWFIAVCYAFVFSALIEFATVNYFTKRSWAWEGKKVPEALEMKKKTPAAPTKKTSTTFNIVGTTYPINLAKDTEFSTISKAAAAPSASSTPTVIASPKTTYVQDSPAETKTYNSVSKVDKISRIIFPVLFAIFNLVYWATYVNRESAIKGMIRKQ. The pKi is 7.8. (2) The drug is O=C[C@@H]1CCCN1C(=O)[C@H]1Cc2ccccc2N1C(=O)OCc1ccccc1. The target protein (Q9QUR6) has sequence MLSFQYPDVYRDETSVQEYHGHKICDPYSWLEDPDSEQTKAFVEAQNKITVPFLEQCPIRGLYKERMTELYDYPKYSCHFKKGKRYFYFYNTGLQNQRVLYVQDSLEGEARVFLDPNTLSDDGTVALRGYAFSEDGEYFAYGLSASGSDWVTIKFMKVDGAKELPDVLERVKFTCMAWTHDGKGMFYNSYPQQDGKSDGTETSTNLHQKLCYHVLGTDQSEDILCAEFPDEPKWMGGAELSDDGRYVLLSIWEGCDPVNRLWYCDLQQEPNGITGILKWVKLIDNFEGEYDYVTNEGTVFTFKTNRNSPNYRLINIDFTDPDESKWKVLVPEHEKDVLEWVACVRSNFLVLCYLHDVKNILQLHDLTTGALLKTFPLDVGSVVGYSGRKKDSEIFYQFTSFLSPGVIYHCDLTKEELEPMVFREVTVKGIDAADYQTIQIFYPSKDGTKIPMFIVHKKGIKLDGSHPAFLYGYGGFNISITPNYSVSRLIFVRHMGGVLA.... The pKi is 8.6. (3) The small molecule is CC(/C=C/c1ccncc1-c1cc(C(C)C)cc(C(C)C)c1OCC(F)(F)F)=C\C(=O)O. The target protein (O88275) has sequence MGETLGDPPVDPEHGAFADALPMSTSQEITMVDTEMPFWPTNFGISSVDLSVMDDHSHSFDIKPFTTVDFSSISAPHYEDIPFTRADPMVADYKYDLKLQEYQSAIKVEPASPPYYSEKTQLYNRPHEEPSNSLMAIECRVCGDKASGFHYGVHACEGCKGFFRRTIRLKLIYDRCDLNCRIHKKSRNKCQYCRFQKCLAVGMSHNAIRFGRMPQAEKEKLLAEISSDIDQLNPESADLRALAKHLYDSYIKSFPLTKAKARAILTGKTTDKSPFVIYDMNSLMMGEDKIKFKHITPLQEQSKEVAIRIFQGCQFRSVEAVQEITEYAKNIPGFINLDLNDQVTLLKYGVHEIIYTMLASLMNKDGVLISEGQGFMTREFLKSLRKPFGDFMEPKFEFAVKFNALELDDSDLAIFIAVIILSGDRPGLLNVKPIEDIQDNLLQALELQLKLNHPESSQLFAKVLQKMTDLRQIVTEHVQLLHVIKKTETDMSLHPLLQEI.... The pKi is 5.0. (4) The small molecule is COc1cc(N)c(Cl)cc1C(=O)NC1CCN(CCCOc2ccc(F)cc2)CC1OC. The target protein (P97288) has sequence MDKLDANVSSNEGFRSVEKVVLLTFLAVVILMAILGNLLVMVAVCRDRQLRKIKTNYFIVSLAFADLLVSVLVMPFGAIELVQDIWAYGEMFCLVRTSLDVLLTTASIFHLCCISLDRYYAICCQPLVYRNKMTPLRIALMLGGCWVLPMFISFLPIMQGWNNIGIVDVIEKRKFSHNSNSTWCVFMVNKPYAITCSVVAFYIPFLLMVLAYYRIYVTAKEHAQQIQMLQRAGATSESRPQPADQHSTHRMRTETKAAKTLCVIMGCFCFCWAPFFVTNIVDPFIDYTVPEQVWTAFLWLGYINSGLNPFLYAFLNKSFRRAFLIILCCDDERYKRPPILGQTVPCSTTTINGSTHVLRDTVECGGQWESRCHLTATSPLVAAQPSDT. The pKi is 7.3. (5) The drug is CCc1nc(N)nc(N)c1-c1ccc(Cl)c(Cl)c1. The target protein sequence is MENLSDVFDIYAICACCKVAPTSEGTKNEPFSPRTFRGLGNKGTLPWKCNSVDMKYFRSVTTYVDESKYEKLKWKRERYLRMEASQGGGDNTSGGDNTHGGDNADKLQNVVVMGRSNWESIPKQYKPLPNRINVVLSKTLTKEDVKEKVFIIDSIDDLLLLLKKLKYYKCFIIGGAQVYRECLSRNLIKQIYFTRINGAYPCDVFFPEFDESEFRVTSVSEVYNSKGTTLDFLVYSKV. The pKi is 8.9. (6) The small molecule is COc1ccc(C(CN(C)C)C2(O)CCCCC2)cc1. The target protein (Q1LZD0) has sequence MPLEAQDAVYVALELALAALSVTGNVLVCAAVGTSSALQTPTNYFLVSLAAADVAVGLFAIPFAVTISLGFCTDFHSCLFLACFVLVLTQSSIFSLLAVAVDRYLAVRVPLRYKSLVTGARARGVIAALWVLAFGIGLTPFLGWNDRKIATNCTEPGDAATNVSCCLIRCLFENVVPMSYMVYFNFFGCVLPPLLIMLVIYVKIFLVACRQLQRTELMDHSRTVLQREIHAAKSLALIVGIFALCWLPVHTINCASLFQPTWAKVKPKWAINTAILLSHANSAVNPIVYAYRNRDFRYTFHKIISRYILCRTHILKSGEGQVGSQPTLQLGL. The pKi is 6.0. (7) The compound is NCC(=O)NS(=O)(=O)OC[C@H]1O[C@@H](n2cnc3c(N)ncnc32)[C@H](O)[C@@H]1O. The target protein (Q04451) has sequence MADPKIEEILAPLRANVKEQGDLVRKLKEEKAPEIDIKKAVAELKTRKKILEDKELSLAPAEDLFDRAKMEDLIKRRFFYDQSFAIYGGITGQFDFGPMGCALKSNMIHLWKKFFILQEQMLEVECSILTPEPVLKASGHVERFADLMTKDIKTGECFRLDHLIKGHLEKIKSDKNTKIELKAEIEDILIKLDGMNADEMSALMKRFEMKSPISGNDLTPPIEFNLMFNTQIGPSGLVKGFLRPETAQGIFVNFKRLLEFNQGRLPFAAAQIGNSFRNEISPRSGLLRVREFTMCEIEHFCDVKEHPKFESVKNTQSLLYSADNQEQGKPADLTTIGDAVCKGIVNNETLGYFMARIHMYMLAVGIDPKRLRFRQHMGNEMAHYACDCWDAECLSSYGWIECVGCADRSAYDLTQHTKATGIRLAAEKKLPAPKQIEVVEAIANNGRIGKAFKKDSQAINDTLATLDNAALEEMQKELDSNGEYTLITARGEFKLTPSLV.... The pKi is 7.3. (8) The drug is Brc1ccc(C2CC(c3ccccc3)=NN2)cc1. The target protein sequence is MWQLLATLSCLLVLTSARSSLHFPPLSDEMVNYVNKQNTTWKAGHNFYNVDLSYVKKLCGAILGGPKLPQRDAFAADMVLPDSFDAREQWPNCPTIKEIRDQGSCGSCWAFGAVEAISDRICIHSKGRVNVEVSAEDMLTCCGSECGDGCNGGFPSGAWNFWTKKGLVSGGLYDSHVGCRPYSIPPCEHHVNGSRPPCTGEGDTPKCSKICEPGYSPSYKDDKHFGCSSYSVSSNEKEIMAEIYKNGPVEGAFSVYSDFLLYKSGVYQHVSGEMMGGHAIRILGWGVENDTPYWLVGNSWNTDWGDKGFFKILRGQDHCGIESEIVAGMPCTHQY. The pKi is 4.8. (9) The compound is C[N+](C)(C)CCOC(N)=O. The target protein sequence is MTLHSQSTTSPLFPQISSSWVHSPSEAGLPLGTVTQLGSYQISQETGQFSSQDTSSDPLGGHTIWQVVFIAFLTGFLALVTIIGNILVIVAFKVNKQLKTVNNYFLLSLASADLIIGVISMNLFTTYIIMNRWALGNLACDLWLSIDYVASNASVMNLLVISFDRYFSITRPLTYRAKRTTKRAGVMIGLAWVISFVLWAPAILFWQYFVGKRTVPPGECFIQFLSEPTITFGTAIAAFYMPVTIMTILYWRIYKETEKRTKELAGLQASGTEIEGRIEGRIEGRTRSQITKRKRMSLIKEKKAAQTLSAILLAFIITWTPYNIMVLVNTFADSAIPKTYWNLGYWLCYINSTVNPVAYALSNKTFRTTFKCLLLSQSDKRKRRKQQYQQRQSVIFHKRVPEQAL. The pKi is 4.7.